From a dataset of NCI-60 drug combinations with 297,098 pairs across 59 cell lines. Regression. Given two drug SMILES strings and cell line genomic features, predict the synergy score measuring deviation from expected non-interaction effect. (1) Drug 1: CS(=O)(=O)C1=CC(=C(C=C1)C(=O)NC2=CC(=C(C=C2)Cl)C3=CC=CC=N3)Cl. Drug 2: COC1=NC(=NC2=C1N=CN2C3C(C(C(O3)CO)O)O)N. Cell line: OVCAR-5. Synergy scores: CSS=5.84, Synergy_ZIP=-2.88, Synergy_Bliss=-4.26, Synergy_Loewe=-5.39, Synergy_HSA=-5.31. (2) Drug 1: CC1C(C(=O)NC(C(=O)N2CCCC2C(=O)N(CC(=O)N(C(C(=O)O1)C(C)C)C)C)C(C)C)NC(=O)C3=C4C(=C(C=C3)C)OC5=C(C(=O)C(=C(C5=N4)C(=O)NC6C(OC(=O)C(N(C(=O)CN(C(=O)C7CCCN7C(=O)C(NC6=O)C(C)C)C)C)C(C)C)C)N)C. Drug 2: CCCCCOC(=O)NC1=NC(=O)N(C=C1F)C2C(C(C(O2)C)O)O. Cell line: NCI-H322M. Synergy scores: CSS=-5.96, Synergy_ZIP=2.29, Synergy_Bliss=-0.433, Synergy_Loewe=-4.98, Synergy_HSA=-4.66. (3) Drug 1: CN(CC1=CN=C2C(=N1)C(=NC(=N2)N)N)C3=CC=C(C=C3)C(=O)NC(CCC(=O)O)C(=O)O. Drug 2: CCCCCOC(=O)NC1=NC(=O)N(C=C1F)C2C(C(C(O2)C)O)O. Cell line: BT-549. Synergy scores: CSS=6.54, Synergy_ZIP=-6.54, Synergy_Bliss=-3.46, Synergy_Loewe=-12.3, Synergy_HSA=-0.811. (4) Drug 2: C1CN(CCN1C(=O)CCBr)C(=O)CCBr. Cell line: 786-0. Synergy scores: CSS=1.15, Synergy_ZIP=-0.748, Synergy_Bliss=0.830, Synergy_Loewe=-5.75, Synergy_HSA=-2.60. Drug 1: CN(C)C1=NC(=NC(=N1)N(C)C)N(C)C.